This data is from Full USPTO retrosynthesis dataset with 1.9M reactions from patents (1976-2016). The task is: Predict the reactants needed to synthesize the given product. (1) The reactants are: C(OC(=O)[NH:10][CH2:11][C@H:12]1[CH2:17][CH2:16][C@@H:15]([NH:18][C:19]2[N:28]=[C:27]([N:29]([CH3:31])[CH3:30])[C:26]3[C:21](=[CH:22][CH:23]=[CH:24][CH:25]=3)[N:20]=2)[CH2:14][CH2:13]1)C1C=CC=CC=1. Given the product [NH2:10][CH2:11][CH:12]1[CH2:13][CH2:14][CH:15]([NH:18][C:19]2[N:28]=[C:27]([N:29]([CH3:31])[CH3:30])[C:26]3[C:21](=[CH:22][CH:23]=[CH:24][CH:25]=3)[N:20]=2)[CH2:16][CH2:17]1, predict the reactants needed to synthesize it. (2) Given the product [Cl:1][C:2]1[CH:3]=[C:4]([C@@H:9]2[CH2:18][CH2:17][C@H:16]([NH:19][CH3:20])[C:15]3[CH:14]=[C:13]([C:21]([NH2:22])=[O:24])[CH:12]=[CH:11][C:10]2=3)[CH:5]=[CH:6][C:7]=1[Cl:8], predict the reactants needed to synthesize it. The reactants are: [Cl:1][C:2]1[CH:3]=[C:4]([C@@H:9]2[CH2:18][CH2:17][C@H:16]([NH:19][CH3:20])[C:15]3[CH:14]=[C:13]([C:21]#[N:22])[CH:12]=[CH:11][C:10]2=3)[CH:5]=[CH:6][C:7]=1[Cl:8].C(=O)(O)[O-:24].[Na+]. (3) Given the product [F:1][C:2]1[CH:7]=[CH:6][C:5]([CH2:8][CH:9]([C:13]2[CH:14]=[CH:15][C:16]([S:19]([CH3:22])(=[O:20])=[O:21])=[CH:17][CH:18]=2)[C:10]([NH:32][C:29]2[CH:28]=[N:27][C:26]([CH2:25][O:24][CH3:23])=[CH:31][N:30]=2)=[O:11])=[CH:4][CH:3]=1, predict the reactants needed to synthesize it. The reactants are: [F:1][C:2]1[CH:7]=[CH:6][C:5]([CH2:8][CH:9]([C:13]2[CH:18]=[CH:17][C:16]([S:19]([CH3:22])(=[O:21])=[O:20])=[CH:15][CH:14]=2)[C:10](O)=[O:11])=[CH:4][CH:3]=1.[CH3:23][O:24][CH2:25][C:26]1[N:27]=[CH:28][C:29]([NH2:32])=[N:30][CH:31]=1.CCN=C=NCCCN(C)C.Cl.